The task is: Predict the reactants needed to synthesize the given product.. This data is from Full USPTO retrosynthesis dataset with 1.9M reactions from patents (1976-2016). (1) Given the product [CH3:1][O:2][C:3]1[CH:8]=[CH:7][CH:6]=[CH:5][C:4]=1[C:9]1[CH:10]=[CH:11][C:12](/[CH:15]=[CH:48]/[CH:34]2[CH2:35][CH:36]([C:38]3[CH:43]=[CH:42][C:41]([C:44]([F:47])([F:46])[F:45])=[CH:40][CH:39]=3)[CH2:37][N:32]([C:30]([N:24]3[CH2:29][CH2:28][O:27][CH2:26][CH2:25]3)=[O:31])[CH2:33]2)=[N:13][CH:14]=1, predict the reactants needed to synthesize it. The reactants are: [CH3:1][O:2][C:3]1[CH:8]=[CH:7][CH:6]=[CH:5][C:4]=1[C:9]1[CH:10]=[CH:11][C:12]([CH2:15]P(=O)(OCC)OCC)=[N:13][CH:14]=1.[N:24]1([C:30]([N:32]2[CH2:37][CH:36]([C:38]3[CH:43]=[CH:42][CH:41]([C:44]([F:47])([F:46])[F:45])[CH2:40][CH:39]=3)[CH2:35][CH:34]([CH:48]=O)[CH2:33]2)=[O:31])[CH2:29][CH2:28][O:27][CH2:26][CH2:25]1. (2) Given the product [CH3:3][NH:4][C:5]([N:7]1[C:15]2[C:10](=[CH:11][C:12]([O:16][C:22]3[CH:21]=[CH:20][N:19]=[C:18]([NH2:17])[CH:23]=3)=[CH:13][CH:14]=2)[CH2:9][CH2:8]1)=[O:6], predict the reactants needed to synthesize it. The reactants are: [H-].[Na+].[CH3:3][NH:4][C:5]([N:7]1[C:15]2[C:10](=[CH:11][C:12]([OH:16])=[CH:13][CH:14]=2)[CH2:9][CH2:8]1)=[O:6].[NH2:17][C:18]1[CH:23]=[C:22](Cl)[CH:21]=[CH:20][N:19]=1.